This data is from Full USPTO retrosynthesis dataset with 1.9M reactions from patents (1976-2016). The task is: Predict the reactants needed to synthesize the given product. (1) Given the product [NH2:33][C@H:30]1[CH2:31][CH2:32][C@H:27]([NH:34][C:2]2[CH:7]=[C:6]([C:8]3[CH:13]=[C:12]([C:14]([F:15])([F:17])[F:16])[CH:11]=[C:10]([NH:18][CH2:19][C:20]4[CH:25]=[CH:24][CH:23]=[C:22]([F:26])[CH:21]=4)[N:9]=3)[CH:5]=[CH:4][N:3]=2)[CH2:28][CH2:29]1, predict the reactants needed to synthesize it. The reactants are: F[C:2]1[CH:7]=[C:6]([C:8]2[CH:13]=[C:12]([C:14]([F:17])([F:16])[F:15])[CH:11]=[C:10]([NH:18][CH2:19][C:20]3[CH:25]=[CH:24][CH:23]=[C:22]([F:26])[CH:21]=3)[N:9]=2)[CH:5]=[CH:4][N:3]=1.[C@H:27]1([NH2:34])[CH2:32][CH2:31][C@H:30]([NH2:33])[CH2:29][CH2:28]1. (2) Given the product [ClH:66].[NH2:57][CH2:56][C@H:53]1[CH2:54][CH2:55][C@H:50]([C:48]([NH:47][C@H:24]([C:25](=[O:46])[NH:26][C:27]2[CH:28]=[CH:29][C:30]([C:33]3[NH:37][N:36]=[C:35]([C:38]([F:44])([F:45])[C:39]([F:42])([F:43])[CH2:40][OH:41])[N:34]=3)=[CH:31][CH:32]=2)[CH2:23][C:20]2[CH:21]=[CH:22][C:17]([C:14]3[CH:15]=[CH:16][C:11]([C:9]([NH:8][C@H:5]4[CH2:6][CH2:7][C@H:2]([OH:1])[CH2:3][CH2:4]4)=[O:10])=[CH:12][C:13]=3[CH3:65])=[CH:18][CH:19]=2)=[O:49])[CH2:51][CH2:52]1, predict the reactants needed to synthesize it. The reactants are: [OH:1][C@H:2]1[CH2:7][CH2:6][C@H:5]([NH:8][C:9]([C:11]2[CH:16]=[CH:15][C:14]([C:17]3[CH:22]=[CH:21][C:20]([CH2:23][C@H:24]([NH:47][C:48]([C@H:50]4[CH2:55][CH2:54][C@H:53]([CH2:56][NH:57]C(=O)OC(C)(C)C)[CH2:52][CH2:51]4)=[O:49])[C:25](=[O:46])[NH:26][C:27]4[CH:32]=[CH:31][C:30]([C:33]5[NH:37][N:36]=[C:35]([C:38]([F:45])([F:44])[C:39]([F:43])([F:42])[CH2:40][OH:41])[N:34]=5)=[CH:29][CH:28]=4)=[CH:19][CH:18]=3)=[C:13]([CH3:65])[CH:12]=2)=[O:10])[CH2:4][CH2:3]1.[ClH:66].C(#N)C.